Task: Predict the reaction yield, written as a fraction of the theoretical maximum amount of product (1.0 means a 100% yield; for example, 0.34 means a 34% yield).. Dataset: Reaction yield outcomes from USPTO patents with 853,638 reactions (1) The reactants are [O:1]=[C:2]1[C:7]([C:8]([OH:10])=O)=[CH:6][CH:5]=[CH:4][N:3]1[C:11]1[CH:16]=[CH:15][CH:14]=[CH:13][CH:12]=1.C1C=CC2N(O)N=NC=2C=1.CCN=C=NCCCN(C)C.Cl.C(OC1C=[CH:51][C:50]([NH:53][C:54]2[N:59]=CN=[C:56]([O:60][C:61]3[CH:66]=[CH:65][C:64]([NH:67]C(=O)CC(NC4C=CC(F)=CC=4)=O)=[CH:63][C:62]=3[F:81])[CH:55]=2)=CC=1)C1C=CC=CC=1. The catalyst is CN(C=O)C. The product is [NH2:59][C:54]1[CH:55]=[C:56]([O:60][C:61]2[CH:66]=[CH:65][C:64]([NH:67][C:8]([C:7]3[C:2](=[O:1])[N:3]([C:11]4[CH:16]=[CH:15][CH:14]=[CH:13][CH:12]=4)[CH:4]=[CH:5][CH:6]=3)=[O:10])=[CH:63][C:62]=2[F:81])[CH:51]=[CH:50][N:53]=1. The yield is 0.360. (2) The reactants are [Li+].CC([N-]C(C)C)C.[Cl:9][C:10]1[N:15]=[C:14]([Cl:16])[CH:13]=[C:12]([CH3:17])[N:11]=1.[CH3:18][C:19]([CH3:23])=[CH:20][CH2:21]Br.O. The catalyst is C1COCC1.C(OCC)(=O)C. The product is [Cl:9][C:10]1[N:15]=[C:14]([Cl:16])[CH:13]=[C:12]([CH2:17][CH2:21][CH:20]=[C:19]([CH3:23])[CH3:18])[N:11]=1. The yield is 0.740. (3) The reactants are [CH:1]1([NH:7][C:8]2[CH:13]=[CH:12][CH:11]=[CH:10][C:9]=2[NH:14][C:15](=[O:24])[O:16][CH2:17][C:18]2[CH:23]=[CH:22][CH:21]=[CH:20][CH:19]=2)[CH2:6][CH2:5][CH2:4][CH2:3][CH2:2]1.[H-].[Na+].Br[CH2:28][C:29](=[O:34])[C:30]([CH3:33])([CH3:32])[CH3:31].O. The catalyst is O1CCCC1.C(OCC)(=O)C. The product is [CH:1]1([NH:7][C:8]2[CH:13]=[CH:12][CH:11]=[CH:10][C:9]=2[N:14]([CH2:28][C:29](=[O:34])[C:30]([CH3:33])([CH3:32])[CH3:31])[C:15](=[O:24])[O:16][CH2:17][C:18]2[CH:19]=[CH:20][CH:21]=[CH:22][CH:23]=2)[CH2:2][CH2:3][CH2:4][CH2:5][CH2:6]1. The yield is 0.780. (4) The reactants are C[Al](C)C.[CH:5]#[C:6][CH2:7][CH2:8][CH2:9][CH2:10][CH2:11][CH3:12].Cl[CH2:14][C:15]1[C:16](=[O:25])[C:17]([CH3:24])=[C:18]([CH3:23])[C:19](=[O:22])[C:20]=1[CH3:21].[Li][CH2:27]CCC.C(O)(=O)CC(CC(O)=O)(C(O)=O)O. The catalyst is CCCCCCC.C1COCC1.[Cl-].[Cl-].[CH-]1C=CC=C1.[CH-]1C=CC=C1.[Zr+2].Cl[Ni](Cl)([P](C1C=CC=CC=1)(C1C=CC=CC=1)C1C=CC=CC=1)[P](C1C=CC=CC=1)(C1C=CC=CC=1)C1C=CC=CC=1.CCOC(C)=O. The product is [CH3:24][C:17]1[C:16](=[O:25])[C:15]([CH2:14]/[CH:5]=[C:6](\[CH3:27])/[CH2:7][CH2:8][CH2:9][CH2:10][CH2:11][CH3:12])=[C:20]([CH3:21])[C:19](=[O:22])[C:18]=1[CH3:23]. The yield is 0.239.